The task is: Predict the reaction yield, written as a fraction of the theoretical maximum amount of product (1.0 means a 100% yield; for example, 0.34 means a 34% yield).. This data is from Reaction yield outcomes from USPTO patents with 853,638 reactions. (1) The reactants are [Cl:1][C:2]1[CH:3]=[C:4]([CH:12]([CH2:24][CH:25]2[CH2:29][CH2:28][CH2:27][CH2:26]2)[C:13]([NH:15][C:16]2[CH:21]=[N:20][C:19]([CH:22]=O)=[CH:18][N:17]=2)=[O:14])[CH:5]=[CH:6][C:7]=1[S:8]([CH3:11])(=[O:10])=[O:9].[S:30]1[CH2:34][C:33](=[O:35])[NH:32][C:31]1=[O:36].N1CCCCC1.C(O)(=O)C1C=CC=CC=1. The catalyst is C(O)C. The product is [Cl:1][C:2]1[CH:3]=[C:4]([CH:12]([CH2:24][CH:25]2[CH2:26][CH2:27][CH2:28][CH2:29]2)[C:13]([NH:15][C:16]2[CH:21]=[N:20][C:19]([CH:22]=[C:34]3[S:30][C:31](=[O:36])[NH:32][C:33]3=[O:35])=[CH:18][N:17]=2)=[O:14])[CH:5]=[CH:6][C:7]=1[S:8]([CH3:11])(=[O:9])=[O:10]. The yield is 0.750. (2) The reactants are [O:1]=[S:2]1(=[O:24])[CH2:7][CH:6]=[C:5]([C:8]2[CH:9]=[CH:10][C:11]([N+:21]([O-])=O)=[C:12]([N:14]3[CH2:19][CH2:18][CH:17]([CH3:20])[CH2:16][CH2:15]3)[CH:13]=2)[CH2:4][CH2:3]1. The catalyst is CO.[Pd]. The product is [O:24]=[S:2]1(=[O:1])[CH2:7][CH2:6][CH:5]([C:8]2[CH:9]=[CH:10][C:11]([NH2:21])=[C:12]([N:14]3[CH2:15][CH2:16][CH:17]([CH3:20])[CH2:18][CH2:19]3)[CH:13]=2)[CH2:4][CH2:3]1. The yield is 0.700. (3) The reactants are [CH3:1][O:2][CH2:3][CH2:4][O:5][C:6]1[CH:7]=[C:8]2[C:12](=[C:13]([NH:15][S:16]([C:19]3[CH:24]=[CH:23][CH:22]=[CH:21][N:20]=3)(=[O:18])=[O:17])[CH:14]=1)[NH:11][C:10]([C:25]([O:27][CH2:28][CH3:29])=[O:26])=[CH:9]2.[F:30][CH:31]([F:34])[CH2:32]O.C(P(CCCC)CCCC)CCC.N(C(N1CCCCC1)=O)=NC(N1CCCCC1)=O. The catalyst is C1(C)C=CC=CC=1. The product is [F:30][CH:31]([F:34])[CH2:32][N:15]([S:16]([C:19]1[CH:24]=[CH:23][CH:22]=[CH:21][N:20]=1)(=[O:17])=[O:18])[C:13]1[CH:14]=[C:6]([O:5][CH2:4][CH2:3][O:2][CH3:1])[CH:7]=[C:8]2[C:12]=1[NH:11][C:10]([C:25]([O:27][CH2:28][CH3:29])=[O:26])=[CH:9]2. The yield is 0.370. (4) The reactants are [C:1]([N:4]1[CH2:8][CH2:7][C:6]2([C:16]3[C:11](=[CH:12][CH:13]=[C:14]([S:17](Cl)(=O)=O)[CH:15]=3)[N:10]([C:21](=[O:26])[C:22]([F:25])([F:24])[F:23])[CH2:9]2)[CH2:5]1)(=[O:3])[CH3:2].C1(P(C2C=CC=CC=2)C2C=CC=CC=2)C=CC=CC=1. The catalyst is O1CCCC1.O. The product is [C:1]([N:4]1[CH2:8][CH2:7][C:6]2([C:16]3[C:11](=[CH:12][CH:13]=[C:14]([SH:17])[CH:15]=3)[N:10]([C:21](=[O:26])[C:22]([F:24])([F:25])[F:23])[CH2:9]2)[CH2:5]1)(=[O:3])[CH3:2]. The yield is 0.310.